From a dataset of Peptide-MHC class I binding affinity with 185,985 pairs from IEDB/IMGT. Regression. Given a peptide amino acid sequence and an MHC pseudo amino acid sequence, predict their binding affinity value. This is MHC class I binding data. (1) The peptide sequence is NTIEELSGY. The MHC is HLA-A02:03 with pseudo-sequence HLA-A02:03. The binding affinity (normalized) is 0.0847. (2) The peptide sequence is DHEFVDEFY. The MHC is HLA-A29:02 with pseudo-sequence HLA-A29:02. The binding affinity (normalized) is 0.347. (3) The peptide sequence is SPRSRNRSF. The MHC is HLA-B39:01 with pseudo-sequence HLA-B39:01. The binding affinity (normalized) is 0.0847. (4) The peptide sequence is KSRCGSLGY. The MHC is BoLA-T2a with pseudo-sequence BoLA-T2a. The binding affinity (normalized) is 0.307.